Dataset: Catalyst prediction with 721,799 reactions and 888 catalyst types from USPTO. Task: Predict which catalyst facilitates the given reaction. (1) Reactant: [N+:1]([C:4]1[CH:9]=[CH:8][C:7]([CH2:10][CH2:11]O)=[CH:6][CH:5]=1)([O-:3])=[O:2].C(N(S(F)(F)[F:19])CC)C.C(=O)([O-])O.[Na+]. Product: [F:19][CH2:11][CH2:10][C:7]1[CH:8]=[CH:9][C:4]([N+:1]([O-:3])=[O:2])=[CH:5][CH:6]=1. The catalyst class is: 2. (2) Reactant: CO[C:3]1[N:8]=[C:7]([C:9]2[CH:14]=[CH:13][CH:12]=[C:11](OC)[N:10]=2)[CH:6]=[CH:5][CH:4]=1.C(O)(=[O:19])C. Product: [N:8]1[CH:3]=[CH:4][CH2:5][C:6](=[O:19])[C:7]=1[C:9]1[CH:14]=[CH:13][CH:12]=[CH:11][N:10]=1. The catalyst class is: 201.